From a dataset of Forward reaction prediction with 1.9M reactions from USPTO patents (1976-2016). Predict the product of the given reaction. (1) Given the reactants Br[C:2]1[CH:7]=[C:6]([C:8]([F:11])([F:10])[F:9])[CH:5]=[CH:4][C:3]=1[O:12][CH2:13][C:14]1[CH:19]=[CH:18][CH:17]=[CH:16][CH:15]=1.[Mg].C[O:22][B:23](OC)[O:24]C.O, predict the reaction product. The product is: [CH2:13]([O:12][C:3]1[CH:4]=[CH:5][C:6]([C:8]([F:11])([F:10])[F:9])=[CH:7][C:2]=1[B:23]([OH:24])[OH:22])[C:14]1[CH:19]=[CH:18][CH:17]=[CH:16][CH:15]=1. (2) Given the reactants [CH2:1]([C:3]1[N:13]([CH2:14][C:15]2[CH:32]=[CH:31][C:18]3/[C:19](=[CH:28]/[C:29]#[N:30])/[C:20]4[CH:27]=[CH:26][CH:25]=[CH:24][C:21]=4[CH2:22][CH2:23][C:17]=3[CH:16]=2)[C:6]2=[N:7][C:8]([CH3:12])=[CH:9][C:10]([CH3:11])=[C:5]2[N:4]=1)[CH3:2].N[OH:34].C1N=C[N:37]([C:40](N2C=NC=C2)=[S:41])C=1.C1CCN2C(=NCCC2)CC1, predict the reaction product. The product is: [CH2:1]([C:3]1[N:13]([CH2:14][C:15]2[CH:32]=[CH:31][C:18]3/[C:19](=[CH:28]/[C:29]4[NH:37][C:40](=[S:41])[O:34][N:30]=4)/[C:20]4[CH:27]=[CH:26][CH:25]=[CH:24][C:21]=4[CH2:22][CH2:23][C:17]=3[CH:16]=2)[C:6]2=[N:7][C:8]([CH3:12])=[CH:9][C:10]([CH3:11])=[C:5]2[N:4]=1)[CH3:2]. (3) Given the reactants O=[C:2]([C:20]1[CH:25]=[CH:24][CH:23]=[CH:22][CH:21]=1)[CH2:3][NH:4][C:5]([CH:7]1[CH2:12][CH2:11][N:10](C(OC(C)(C)C)=O)[CH2:9][CH2:8]1)=O.[NH4+:26].[Cl-], predict the reaction product. The product is: [C:20]1([C:2]2[N:26]=[C:5]([CH:7]3[CH2:12][CH2:11][NH:10][CH2:9][CH2:8]3)[NH:4][CH:3]=2)[CH:25]=[CH:24][CH:23]=[CH:22][CH:21]=1. (4) Given the reactants [OH:1][N:2]=[C:3]([NH2:10])[C:4]1[CH:9]=[CH:8][CH:7]=[N:6][CH:5]=1.[CH3:11][C:12]1[N:13]=[CH:14][C:15]([C:18](O)=O)=[N:16][CH:17]=1.N, predict the reaction product. The product is: [CH3:11][C:12]1[N:13]=[CH:14][C:15]([C:18]2[O:1][N:2]=[C:3]([C:4]3[CH:5]=[N:6][CH:7]=[CH:8][CH:9]=3)[N:10]=2)=[N:16][CH:17]=1. (5) The product is: [Cl-:1].[Cr+3:2].[NH:26]1[C:30]2[CH:31]=[CH:32][CH:33]=[CH:34][C:29]=2[N:28]=[C:27]1[CH2:35][N:36]([CH2:44][C:45]1[NH:46][C:47]2[CH:53]=[CH:52][CH:51]=[CH:50][C:48]=2[N:49]=1)[CH2:37][C:38]1[CH:43]=[CH:42][CH:41]=[CH:40][CH:39]=1.[Cl-:1].[Cl-:1]. Given the reactants [Cl-:1].[Cr+3:2].N1C2C=CC=CC=2N=C1CNCC1NC2C=CC=CC=2N=1.[Cl-].[Cl-].[NH:26]1[C:30]2[CH:31]=[CH:32][CH:33]=[CH:34][C:29]=2[N:28]=[C:27]1[CH2:35][N:36]([CH2:44][C:45]1[NH:49][C:48]2[CH:50]=[CH:51][CH:52]=[CH:53][C:47]=2[N:46]=1)[CH2:37][C:38]1[CH:43]=[CH:42][CH:41]=[CH:40][CH:39]=1.[K+].[Br-], predict the reaction product. (6) Given the reactants [F:1][C:2]([F:12])([F:11])[C:3]1[N:8]=[C:7]([CH:9]=[O:10])[CH:6]=[CH:5][CH:4]=1.[CH2:13](O)[CH2:14][CH:15]=[CH2:16].[S:18]([OH:22])([CH3:21])(=[O:20])=[O:19].C([O-])(O)=O.[Na+], predict the reaction product. The product is: [CH3:21][S:18]([O:22][CH:14]1[CH2:15][CH2:16][O:10][CH:9]([C:7]2[CH:6]=[CH:5][CH:4]=[C:3]([C:2]([F:11])([F:1])[F:12])[N:8]=2)[CH2:13]1)(=[O:20])=[O:19].